From a dataset of Full USPTO retrosynthesis dataset with 1.9M reactions from patents (1976-2016). Predict the reactants needed to synthesize the given product. (1) Given the product [C:1]([O:5][C:6]([N:8]1[CH2:13][CH:12]2[C:10]([CH2:14][O:15][CH2:33][C:34]3[CH:35]=[C:36]([C:44]([F:46])([F:47])[F:45])[CH:37]=[C:38]([C:40]([F:41])([F:42])[F:43])[CH:39]=3)([CH2:11]2)[CH:9]1[C:16]1[CH:17]=[CH:18][CH:19]=[CH:20][CH:21]=1)=[O:7])([CH3:4])([CH3:2])[CH3:3], predict the reactants needed to synthesize it. The reactants are: [C:1]([O:5][C:6]([N:8]1[CH2:13][CH:12]2[C@@:10]([CH2:14][OH:15])([CH2:11]2)[C@@H:9]1[C:16]1[CH:21]=[CH:20][CH:19]=[CH:18][CH:17]=1)=[O:7])([CH3:4])([CH3:3])[CH3:2].C[Si]([N-][Si](C)(C)C)(C)C.[K+].I[CH2:33][C:34]1[CH:39]=[C:38]([C:40]([F:43])([F:42])[F:41])[CH:37]=[C:36]([C:44]([F:47])([F:46])[F:45])[CH:35]=1.O. (2) Given the product [F:2][C:3]([F:15])([F:16])[C:4]1[CH:5]=[C:6]([CH2:10][CH2:11][CH2:12][OH:13])[CH:7]=[CH:8][CH:9]=1, predict the reactants needed to synthesize it. The reactants are: B.[F:2][C:3]([F:16])([F:15])[C:4]1[CH:5]=[C:6]([CH2:10][CH2:11][C:12](O)=[O:13])[CH:7]=[CH:8][CH:9]=1. (3) Given the product [NH:10]1[CH2:11][CH2:12][CH2:13][C@@H:8]([CH2:7][N:1]2[CH2:2][CH2:3][CH2:4][CH2:5][CH2:6]2)[CH2:9]1, predict the reactants needed to synthesize it. The reactants are: [N:1]1([CH2:7][C@@H:8]2[CH2:13][CH2:12][CH2:11][N:10](C(OC(C)(C)C)=O)[CH2:9]2)[CH2:6][CH2:5][CH2:4][CH2:3][CH2:2]1.C(O)(C(F)(F)F)=O. (4) Given the product [C:1]([O:5][C:6](=[O:7])[NH:8][C@H:9]([CH2:13][C:14]1[CH:19]=[CH:18][CH:17]=[C:16]([Cl:20])[CH:15]=1)[C:10]([N:47]1[CH2:48][CH2:49][N:44]([C:42](=[O:43])[C:40]2[CH:41]=[C:36]([F:35])[CH:37]=[CH:38][C:39]=2[C:50]([F:53])([F:52])[F:51])[CH2:45][CH2:46]1)=[O:12])([CH3:2])([CH3:3])[CH3:4], predict the reactants needed to synthesize it. The reactants are: [C:1]([O:5][C:6]([NH:8][C@H:9]([CH2:13][C:14]1[CH:19]=[CH:18][CH:17]=[C:16]([Cl:20])[CH:15]=1)[C:10]([OH:12])=O)=[O:7])([CH3:4])([CH3:3])[CH3:2].C(Cl)CCl.C1C=CC2N(O)N=NC=2C=1.[F:35][C:36]1[CH:37]=[CH:38][C:39]([C:50]([F:53])([F:52])[F:51])=[C:40]([C:42]([N:44]2[CH2:49][CH2:48][NH:47][CH2:46][CH2:45]2)=[O:43])[CH:41]=1.CCN(C(C)C)C(C)C.